From a dataset of Reaction yield outcomes from USPTO patents with 853,638 reactions. Predict the reaction yield, written as a fraction of the theoretical maximum amount of product (1.0 means a 100% yield; for example, 0.34 means a 34% yield). (1) The reactants are [CH3:1][O:2][CH2:3][CH2:4][CH2:5][O:6][C:7]1[CH:12]=[CH:11][N:10]=[C:9]([CH2:13][S:14]([C:16]2[NH:20][C:19]3[CH:21]=[CH:22][CH:23]=[CH:24][C:18]=3[N:17]=2)=[O:15])[C:8]=1[CH3:25].[OH-].[Na+:27]. The catalyst is CO. The product is [CH3:25][C:8]1[C:9]([CH2:13][S+:14]([O-:15])[C:16]2[N-:17][C:18]3[CH:24]=[CH:23][CH:22]=[CH:21][C:19]=3[N:20]=2)=[N:10][CH:11]=[CH:12][C:7]=1[O:6][CH2:5][CH2:4][CH2:3][O:2][CH3:1].[Na+:27]. The yield is 0.911. (2) The reactants are [Cl:1][C:2]1[C:7]([F:8])=[CH:6][CH:5]=[C:4]([Cl:9])[C:3]=1[C@H:10]([O:12][C:13]1[C:14]([NH2:24])=[N:15][CH:16]=[C:17]([C:19]2[CH:20]=[N:21][NH:22][CH:23]=2)[N:18]=1)[CH3:11].[H-].[Na+].[C:27]([O:31][C:32]([N:34]1[CH2:39][CH2:38][CH:37](OS(C)(=O)=O)[CH2:36][CH2:35]1)=[O:33])([CH3:30])([CH3:29])[CH3:28].O. The catalyst is CN(C=O)C. The product is [C:27]([O:31][C:32]([N:34]1[CH2:39][CH2:38][CH:37]([N:22]2[CH:23]=[C:19]([C:17]3[CH:16]=[N:15][C:14]([NH2:24])=[C:13]([O:12][C@@H:10]([C:3]4[C:4]([Cl:9])=[CH:5][CH:6]=[C:7]([F:8])[C:2]=4[Cl:1])[CH3:11])[N:18]=3)[CH:20]=[N:21]2)[CH2:36][CH2:35]1)=[O:33])([CH3:30])([CH3:28])[CH3:29]. The yield is 0.590. (3) The reactants are [Si:1](Cl)([C:4]([CH3:7])([CH3:6])[CH3:5])([CH3:3])[CH3:2].[Br:9][C:10]1[CH:15]=[CH:14][C:13]([OH:16])=[CH:12][CH:11]=1.N1C=CN=C1. The catalyst is CN(C)C=O. The product is [Br:9][C:10]1[CH:15]=[CH:14][C:13]([O:16][Si:1]([C:4]([CH3:7])([CH3:6])[CH3:5])([CH3:3])[CH3:2])=[CH:12][CH:11]=1. The yield is 0.990. (4) The reactants are C([Si]([O:8][CH2:9][C:10]1[CH:14]=[C:13]([CH2:15]B2OCC(C)(C)CO2)[O:12][C:11]=1[CH3:24])(C)C)(C)(C)C.BrC1[CH:31]=[CH:30][C:29]([O:32][CH2:33][CH2:34][CH2:35][S:36][CH3:37])=[CH:28][CH:27]=1.C(=O)([O-])[O-].[Na+].[Na+].COCCOC. The catalyst is C1C=CC([P]([Pd]([P](C2C=CC=CC=2)(C2C=CC=CC=2)C2C=CC=CC=2)([P](C2C=CC=CC=2)(C2C=CC=CC=2)C2C=CC=CC=2)[P](C2C=CC=CC=2)(C2C=CC=CC=2)C2C=CC=CC=2)(C2C=CC=CC=2)C2C=CC=CC=2)=CC=1.O. The product is [CH3:24][C:11]1[O:12][C:13]([C:15]2[CH:31]=[CH:30][C:29]([O:32][CH2:33][CH2:34][CH2:35][S:36][CH3:37])=[CH:28][CH:27]=2)=[CH:14][C:10]=1[CH2:9][OH:8]. The yield is 0.840. (5) The reactants are [NH:1]([C:3]1[CH:8]=[CH:7][NH:6][C:5](=[O:9])[CH:4]=1)[NH2:2].[CH3:10][C:11](=O)[CH2:12][CH3:13]. The catalyst is C(O)C. The product is [C:11](=[N:2][NH:1][C:3]1[CH:8]=[CH:7][NH:6][C:5](=[O:9])[CH:4]=1)([CH2:12][CH3:13])[CH3:10]. The yield is 0.750. (6) The reactants are [NH:1]1[C:10]2[C:5](=[CH:6][CH:7]=[CH:8][CH:9]=2)[CH2:4][CH2:3][CH2:2]1.[Li][CH2:12][CH2:13][CH2:14][CH3:15].C(=O)=O.C([Li])(C)(C)C.[CH3:24][C:25]1(C)[C:29](=O)C=[CH:27][C:26]1(C)C. The catalyst is C1COCC1.CCCCC. The product is [CH3:12][CH:13]1[C:24]([C:6]2[CH:7]=[CH:8][CH:9]=[C:10]3[C:5]=2[CH2:4][CH2:3][CH2:2][NH:1]3)=[C:25]([CH3:29])[C:26]([CH3:27])=[C:14]1[CH3:15]. The yield is 0.410. (7) The reactants are [Cl:1][C:2]1[C:3]([F:28])=[C:4]([CH:8]2[CH2:12][NH:11][CH:10]([CH2:13][C:14]([CH3:17])([CH3:16])[CH3:15])[C:9]2([C:20]2[CH:25]=[CH:24][C:23]([Cl:26])=[CH:22][C:21]=2[F:27])[C:18]#[N:19])[CH:5]=[CH:6][CH:7]=1.Br[CH2:30][C:31]([O:33][C:34]([CH3:37])([CH3:36])[CH3:35])=[O:32].C([O-])([O-])=O.[Cs+].[Cs+].O. The catalyst is CN(C)C=O. The product is [C:34]([O:33][C:31](=[O:32])[CH2:30][N:11]1[CH2:12][C@H:8]([C:4]2[CH:5]=[CH:6][CH:7]=[C:2]([Cl:1])[C:3]=2[F:28])[C@:9]([C:20]2[CH:25]=[CH:24][C:23]([Cl:26])=[CH:22][C:21]=2[F:27])([C:18]#[N:19])[C@@H:10]1[CH2:13][C:14]([CH3:17])([CH3:16])[CH3:15])([CH3:37])([CH3:36])[CH3:35]. The yield is 0.660. (8) The product is [F:1][C:2]1[CH:26]=[C:25]([O:27][C:28]([F:30])([F:29])[F:31])[CH:24]=[CH:23][C:3]=1[CH2:4][NH:5][C:6]1[C:7]([NH2:20])=[CH:8][CH:9]=[C:10]([O:12][CH2:13][C:14]2[CH:18]=[CH:17][N:16]([CH3:19])[N:15]=2)[CH:11]=1. The reactants are [F:1][C:2]1[CH:26]=[C:25]([O:27][C:28]([F:31])([F:30])[F:29])[CH:24]=[CH:23][C:3]=1[CH2:4][NH:5][C:6]1[CH:11]=[C:10]([O:12][CH2:13][C:14]2[CH:18]=[CH:17][N:16]([CH3:19])[N:15]=2)[CH:9]=[CH:8][C:7]=1[N+:20]([O-])=O.N#N. The yield is 0.995. The catalyst is [Pt].C(OCC)(=O)C. (9) The reactants are [CH3:1][C:2]1[N:7]=[C:6]2[S:8][C:9]3[CH2:13][CH2:12][CH2:11][C:10]=3[C:5]2=[C:4]([C:14]2[S:15][CH:16]=[CH:17][CH:18]=2)[C:3]=1[CH2:19][C:20]([O:22][CH3:23])=[O:21].[Li+].C[Si]([N-][Si](C)(C)C)(C)C.[CH2:34]1[CH2:38]OC[CH2:35]1.ICCC. The catalyst is CN(C=O)C. The product is [CH3:1][C:2]1[N:7]=[C:6]2[S:8][C:9]3[CH2:13][CH2:12][CH2:11][C:10]=3[C:5]2=[C:4]([C:14]2[S:15][CH:16]=[CH:17][CH:18]=2)[C:3]=1[CH:19]([CH2:35][CH2:34][CH3:38])[C:20]([O:22][CH3:23])=[O:21]. The yield is 0.850. (10) The reactants are C1(OC(=O)[N:9]([C:19]2[CH:24]=[C:23]([O:25][C:26]3[CH:31]=[CH:30][C:29]([NH:32][C:33]([C:35]4([C:38](=[O:47])[NH:39][C:40]5[CH:45]=[CH:44][C:43]([F:46])=[CH:42][CH:41]=5)[CH2:37][CH2:36]4)=[O:34])=[CH:28][CH:27]=3)[CH:22]=[CH:21][N:20]=2)[C:10](OC2C=CC=CC=2)=[O:11])C=CC=CC=1.[CH3:49][N:50]([CH3:56])[C@@H:51]1[CH2:55][CH2:54][NH:53][CH2:52]1. The catalyst is CN(C)C=O. The product is [CH3:49][N:50]([CH3:56])[C@@H:51]1[CH2:55][CH2:54][N:53]([C:10]([NH:9][C:19]2[CH:24]=[C:23]([O:25][C:26]3[CH:31]=[CH:30][C:29]([NH:32][C:33]([C:35]4([C:38]([NH:39][C:40]5[CH:41]=[CH:42][C:43]([F:46])=[CH:44][CH:45]=5)=[O:47])[CH2:37][CH2:36]4)=[O:34])=[CH:28][CH:27]=3)[CH:22]=[CH:21][N:20]=2)=[O:11])[CH2:52]1. The yield is 0.390.